This data is from Reaction yield outcomes from USPTO patents with 853,638 reactions. The task is: Predict the reaction yield, written as a fraction of the theoretical maximum amount of product (1.0 means a 100% yield; for example, 0.34 means a 34% yield). (1) The reactants are NCCCC[CH2:6][CH2:7][CH2:8][CH2:9][N:10]1[CH2:26][CH2:25][CH2:24][CH2:23][O:22][C:21]2[CH:20]=[CH:19][CH:18]=[CH:17][C:16]=2[CH2:15][NH:14][C:13](=[N:27][C:28](=[O:34])[O:29][C:30]([CH3:33])([CH3:32])[CH3:31])[NH:12][C:11]1=[O:35].[CH2:36]([N:40]([C:48](=[N:52][C:53]([O:55][C:56]([CH3:59])([CH3:58])[CH3:57])=[O:54])[NH:49]SC)[C:41](=[O:47])[O:42][C:43]([CH3:46])([CH3:45])[CH3:44])[CH:37]=[CH:38][CH3:39].CCN(CC)CC.[CH2:67]1[CH2:71]O[CH2:69][CH2:68]1. No catalyst specified. The product is [CH2:71]([NH:49][C:48]([N:40]([CH2:36][CH2:37][CH2:38][CH2:39][CH2:6][CH2:7][CH2:8][CH2:9][N:10]1[CH2:26][CH2:25][CH2:24][CH2:23][O:22][C:21]2[CH:20]=[CH:19][CH:18]=[CH:17][C:16]=2[CH2:15][NH:14][C:13](=[N:27][C:28]([O:29][C:30]([CH3:32])([CH3:31])[CH3:33])=[O:34])[NH:12][C:11]1=[O:35])[C:41](=[O:47])[O:42][C:43]([CH3:46])([CH3:45])[CH3:44])=[N:52][C:53]([O:55][C:56]([CH3:59])([CH3:58])[CH3:57])=[O:54])/[CH:67]=[CH:68]/[CH3:69]. The yield is 0.500. (2) The reactants are [N+:1]([O-:4])(O)=[O:2].[Br:5][C:6]1[CH:11]=[C:10]([F:12])[CH:9]=[CH:8][C:7]=1[CH2:13][C:14]([OH:16])=[O:15]. No catalyst specified. The product is [Br:5][C:6]1[CH:11]=[C:10]([F:12])[C:9]([N+:1]([O-:4])=[O:2])=[CH:8][C:7]=1[CH2:13][C:14]([OH:16])=[O:15]. The yield is 0.920. (3) The reactants are [Cl-].C(OC([N:9]1[CH2:13][CH2:12][CH2:11][CH:10]1[Zn+])=O)(C)(C)C.Br[C:16]1[CH:37]=[CH:36][C:19]2[C:20]3[N:21]=[C:22]([C:28]4[N:29]([CH:33]([CH3:35])[CH3:34])[N:30]=[CH:31][N:32]=4)[S:23][C:24]=3[CH2:25][CH2:26][O:27][C:18]=2[CH:17]=1.F[B-](F)(F)F.C([PH+](C(C)(C)C)C(C)(C)C)(C)(C)C.C(O)(C(F)(F)F)=O. The catalyst is C(Cl)Cl.CC([O-])=O.CC([O-])=O.[Pd+2]. The product is [CH:33]([N:29]1[C:28]([C:22]2[S:23][C:24]3[CH2:25][CH2:26][O:27][C:18]4[CH:17]=[C:16]([CH:10]5[CH2:11][CH2:12][CH2:13][NH:9]5)[CH:37]=[CH:36][C:19]=4[C:20]=3[N:21]=2)=[N:32][CH:31]=[N:30]1)([CH3:35])[CH3:34]. The yield is 0.0500. (4) The reactants are [C:1]([NH:5][S:6]([C:9]1[CH:14]=[CH:13][CH:12]=[CH:11][C:10]=1B(O)O)(=[O:8])=[O:7])([CH3:4])([CH3:3])[CH3:2].Br[C:19]1[CH:28]=[CH:27][C:22]([C:23]([O:25][CH3:26])=[O:24])=[CH:21][CH:20]=1. The catalyst is COCCOC.C([O-])([O-])=O.[Na+].[Na+].C1C=CC([P]([Pd]([P](C2C=CC=CC=2)(C2C=CC=CC=2)C2C=CC=CC=2)([P](C2C=CC=CC=2)(C2C=CC=CC=2)C2C=CC=CC=2)[P](C2C=CC=CC=2)(C2C=CC=CC=2)C2C=CC=CC=2)(C2C=CC=CC=2)C2C=CC=CC=2)=CC=1. The product is [C:1]([NH:5][S:6]([C:9]1[CH:14]=[CH:13][CH:12]=[CH:11][C:10]=1[C:19]1[CH:28]=[CH:27][C:22]([C:23]([O:25][CH3:26])=[O:24])=[CH:21][CH:20]=1)(=[O:8])=[O:7])([CH3:4])([CH3:3])[CH3:2]. The yield is 1.00. (5) The reactants are [CH3:1][N:2]([CH3:32])[C:3]([C:5]1[N:26]([CH:27]2[CH2:31][CH2:30][CH2:29][CH2:28]2)[C:8]2[N:9]=[C:10]([NH:13][C:14]3[CH:19]=[CH:18][C:17]([N:20]4[CH2:25][CH2:24][NH:23][CH2:22][CH2:21]4)=[CH:16][N:15]=3)[N:11]=[CH:12][C:7]=2[CH:6]=1)=[O:4].[CH3:33][O:34][C:35](=[O:39])[CH:36](Br)[CH3:37]. The product is [CH3:33][O:34][C:35](=[O:39])[CH:36]([N:23]1[CH2:22][CH2:21][N:20]([C:17]2[CH:16]=[N:15][C:14]([NH:13][C:10]3[N:11]=[CH:12][C:7]4[CH:6]=[C:5]([C:3](=[O:4])[N:2]([CH3:32])[CH3:1])[N:26]([CH:27]5[CH2:31][CH2:30][CH2:29][CH2:28]5)[C:8]=4[N:9]=3)=[CH:19][CH:18]=2)[CH2:25][CH2:24]1)[CH3:37]. The yield is 0.390. No catalyst specified.